This data is from Forward reaction prediction with 1.9M reactions from USPTO patents (1976-2016). The task is: Predict the product of the given reaction. (1) Given the reactants [OH:1][C:2]1[CH:9]=[CH:8][C:5]([CH:6]=[O:7])=[CH:4][C:3]=1[O:10][CH3:11].Br[CH2:13][C:14]1[CH:19]=[CH:18][CH:17]=[CH:16][CH:15]=1.C([O-])([O-])=O.[K+].[K+], predict the reaction product. The product is: [CH2:13]([O:1][C:2]1[CH:9]=[CH:8][C:5]([CH:6]=[O:7])=[CH:4][C:3]=1[O:10][CH3:11])[C:14]1[CH:19]=[CH:18][CH:17]=[CH:16][CH:15]=1. (2) Given the reactants [NH2:1][C:2]([C@@H:4]1[CH2:8][C:7]([F:10])([F:9])[CH2:6][N:5]1[C:11](=[O:25])[C@@H:12]([NH:17][C:18]([O:20][C:21]([CH3:24])([CH3:23])[CH3:22])=[O:19])[C@@H:13]([CH3:16])[CH2:14][CH3:15])=O.N1C(Cl)=NC(Cl)=NC=1Cl, predict the reaction product. The product is: [C:21]([O:20][C:18]([NH:17][C@@H:12]([C@@H:13]([CH3:16])[CH2:14][CH3:15])[C:11]([N:5]1[CH2:6][C:7]([F:10])([F:9])[CH2:8][C@H:4]1[C:2]#[N:1])=[O:25])=[O:19])([CH3:24])([CH3:23])[CH3:22].